From a dataset of Forward reaction prediction with 1.9M reactions from USPTO patents (1976-2016). Predict the product of the given reaction. (1) The product is: [NH2:9][C:8]1[CH:7]=[CH:6][C:5]([C:10]2[CH:11]=[CH:12][C:13]([C:16]([F:17])([F:18])[F:19])=[CH:14][CH:15]=2)=[CH:4][C:3]=1[OH:2]. Given the reactants C[O:2][C:3]1[CH:4]=[C:5]([C:10]2[CH:15]=[CH:14][C:13]([C:16]([F:19])([F:18])[F:17])=[CH:12][CH:11]=2)[CH:6]=[CH:7][C:8]=1[NH2:9].C(=O)([O-])[O-].[K+].[K+].C1(S)C=CC=CC=1, predict the reaction product. (2) Given the reactants Cl[C:2]1[N:7]=[C:6]([Cl:8])[N:5]=[C:4]([NH:9][C:10]2[N:11]=[CH:12][N:13]([CH3:15])[CH:14]=2)[N:3]=1.[F:16][C:17]1[CH:22]=[CH:21][C:20]([CH:23]([C:25]2[N:26]([CH3:30])[CH:27]=[CH:28][N:29]=2)[NH2:24])=[CH:19][CH:18]=1.CCN(C(C)C)C(C)C, predict the reaction product. The product is: [Cl:8][C:6]1[N:7]=[C:2]([NH:24][CH:23]([C:20]2[CH:21]=[CH:22][C:17]([F:16])=[CH:18][CH:19]=2)[C:25]2[N:26]([CH3:30])[CH:27]=[CH:28][N:29]=2)[N:3]=[C:4]([NH:9][C:10]2[N:11]=[CH:12][N:13]([CH3:15])[CH:14]=2)[N:5]=1.